This data is from Retrosynthesis with 50K atom-mapped reactions and 10 reaction types from USPTO. The task is: Predict the reactants needed to synthesize the given product. Given the product Cc1nc(Cc2ccccc2)cc(C(=O)O)c1OCCCN(C)C, predict the reactants needed to synthesize it. The reactants are: CCOC(=O)c1cc(Cc2ccccc2)nc(C)c1OCCCN(C)C.